Dataset: CYP1A2 inhibition data for predicting drug metabolism from PubChem BioAssay. Task: Regression/Classification. Given a drug SMILES string, predict its absorption, distribution, metabolism, or excretion properties. Task type varies by dataset: regression for continuous measurements (e.g., permeability, clearance, half-life) or binary classification for categorical outcomes (e.g., BBB penetration, CYP inhibition). Dataset: cyp1a2_veith. (1) The drug is Cc1ccc(NC(=O)Nc2ncccc2C)cc1. The result is 1 (inhibitor). (2) The molecule is CC12CCC(C(=O)[O-])(C/C1=N\O)C2(C)C.[Na+]. The result is 0 (non-inhibitor).